This data is from Reaction yield outcomes from USPTO patents with 853,638 reactions. The task is: Predict the reaction yield, written as a fraction of the theoretical maximum amount of product (1.0 means a 100% yield; for example, 0.34 means a 34% yield). (1) The reactants are Cl[C:2]1[N:11]=[CH:10][C:9]2[N:8]([C:12]3[CH:13]=[C:14]([CH:17]=[CH:18][CH:19]=3)[C:15]#[N:16])[C:7](=[O:20])[C@@H:6]([CH3:21])[N:5]([CH2:22][CH:23]3[CH2:26][CH2:25][CH2:24]3)[C:4]=2[N:3]=1.[NH2:27][C:28]1[CH:29]=[C:30]2[C:34](=[CH:35][CH:36]=1)[NH:33][N:32]=[CH:31]2.FC(F)(F)C(O)=O. The catalyst is C(O)C(F)(F)F.C(OCC)(=O)C. The product is [CH:23]1([CH2:22][N:5]2[C:4]3[N:3]=[C:2]([NH:27][C:28]4[CH:29]=[C:30]5[C:34](=[CH:35][CH:36]=4)[NH:33][N:32]=[CH:31]5)[N:11]=[CH:10][C:9]=3[N:8]([C:12]3[CH:13]=[C:14]([CH:17]=[CH:18][CH:19]=3)[C:15]#[N:16])[C:7](=[O:20])[C@H:6]2[CH3:21])[CH2:26][CH2:25][CH2:24]1. The yield is 0.610. (2) The reactants are [Li][CH:2](CC)C.C1CCCCC1.CN(CCN(C)C)C.[CH3:20][C:21]([N:24]([CH3:38])[C:25](=[O:37])[C:26]1[CH:31]=[CH:30][CH:29]=[C:28]([F:32])[C:27]=1[Si:33]([CH3:36])([CH3:35])[CH3:34])([CH3:23])[CH3:22].CI.C(O)(=O)CC(CC(O)=O)(C(O)=O)O. The catalyst is C1COCC1. The product is [CH3:23][C:21]([N:24]([CH3:38])[C:25](=[O:37])[C:26]1[C:31]([CH3:2])=[CH:30][CH:29]=[C:28]([F:32])[C:27]=1[Si:33]([CH3:34])([CH3:35])[CH3:36])([CH3:20])[CH3:22]. The yield is 0.990. (3) The reactants are [CH3:1][C:2]([C:4]([CH3:6])=[CH2:5])=[CH2:3].[CH2:7]([OH:13])[CH2:8][CH2:9][CH2:10][C:11]#[CH:12]. The catalyst is C1COCC1.[Co](Br)Br.[I-].[Zn+2].[I-].[Zn].C1(P(C2C=CC=CC=2)CCP(C2C=CC=CC=2)C2C=CC=CC=2)C=CC=CC=1. The product is [CH3:3][C:2]1[CH2:1][CH:12]=[C:11]([CH2:10][CH2:9][CH2:8][CH2:7][OH:13])[CH2:5][C:4]=1[CH3:6]. The yield is 0.634.